This data is from Forward reaction prediction with 1.9M reactions from USPTO patents (1976-2016). The task is: Predict the product of the given reaction. (1) Given the reactants CN(C)/[CH:3]=[CH:4]/[C:5]1[NH:10][C:9](=[O:11])[NH:8][C:7](=[O:12])[C:6]=1[N+:13]([O-])=O, predict the reaction product. The product is: [NH:10]1[C:5]2[CH:4]=[CH:3][NH:13][C:6]=2[C:7](=[O:12])[NH:8][C:9]1=[O:11]. (2) Given the reactants [CH3:1][O:2][C:3]1[CH:8]=[CH:7][C:6]([C:9]2[S:13][C:12]3[CH:14]=[C:15]([O:18][CH3:19])[CH:16]=[CH:17][C:11]=3[CH:10]=2)=[CH:5][CH:4]=1.[CH2:20]([O:22][C:23]1[CH:31]=[CH:30][C:26]([C:27](Cl)=[O:28])=[CH:25][CH:24]=1)[CH3:21].[Al+3].[Cl-].[Cl-].[Cl-].O, predict the reaction product. The product is: [CH2:20]([O:22][C:23]1[CH:31]=[CH:30][C:26]([C:27]([C:10]2[C:11]3[CH:17]=[CH:16][C:15]([O:18][CH3:19])=[CH:14][C:12]=3[S:13][C:9]=2[C:6]2[CH:7]=[CH:8][C:3]([O:2][CH3:1])=[CH:4][CH:5]=2)=[O:28])=[CH:25][CH:24]=1)[CH3:21].